Task: Predict the product of the given reaction.. Dataset: Forward reaction prediction with 1.9M reactions from USPTO patents (1976-2016) (1) Given the reactants FC(F)(F)C([O-])=O.[F:8][C:9]1[CH:22]=[CH:21][C:12]([CH2:13][N:14]2[CH2:19][CH2:18][NH2+:17][CH2:16][C:15]2=[O:20])=[CH:11][CH:10]=1.[CH:23]([O:26][C:27]([C:29]1[C:34]([C:35](O)=[O:36])=[CH:33][CH:32]=[CH:31][N:30]=1)=[O:28])([CH3:25])[CH3:24].C(Cl)CCl.C(N(CC)CC)C, predict the reaction product. The product is: [CH:23]([O:26][C:27]([C:29]1[C:34]([C:35]([N:17]2[CH2:18][CH2:19][N:14]([CH2:13][C:12]3[CH:21]=[CH:22][C:9]([F:8])=[CH:10][CH:11]=3)[C:15](=[O:20])[CH2:16]2)=[O:36])=[CH:33][CH:32]=[CH:31][N:30]=1)=[O:28])([CH3:25])[CH3:24]. (2) Given the reactants [Cl:1][C:2]1[C:3]([N:27]([CH:29]([CH3:31])[CH3:30])[CH3:28])=[CH:4][C:5]2[N:11]=[C:10]([C:12]3[CH:17]=[CH:16][CH:15]=[C:14]([N:18]4[C:22]([CH2:23]O)=[CH:21][N:20]=[N:19]4)[CH:13]=3)[CH2:9][C:8](=[O:25])[NH:7][C:6]=2[CH:26]=1.S(Cl)(Cl)=O.[Cl-].[CH:37]([NH2:40])([CH3:39])[CH3:38], predict the reaction product. The product is: [Cl:1][C:2]1[C:3]([N:27]([CH:29]([CH3:31])[CH3:30])[CH3:28])=[CH:4][C:5]2[N:11]=[C:10]([C:12]3[CH:17]=[CH:16][CH:15]=[C:14]([N:18]4[C:22]([CH2:23][NH:40][CH:37]([CH3:39])[CH3:38])=[CH:21][N:20]=[N:19]4)[CH:13]=3)[CH2:9][C:8](=[O:25])[NH:7][C:6]=2[CH:26]=1. (3) Given the reactants [CH:1]1([NH:7][CH:8]2[CH2:13][CH2:12][CH2:11][CH2:10][CH2:9]2)[CH2:6][CH2:5][CH2:4][CH2:3][CH2:2]1.C(N(CC)CC)C.ClC(Cl)(O[C:25](=[O:31])OC(Cl)(Cl)Cl)Cl.[CH3:33][NH:34][CH2:35][CH:36]([CH3:38])[CH3:37], predict the reaction product. The product is: [CH3:33][N:34]([CH2:35][CH:36]([CH3:38])[CH3:37])[C:25]([N:7]([CH:1]1[CH2:2][CH2:3][CH2:4][CH2:5][CH2:6]1)[CH:8]1[CH2:9][CH2:10][CH2:11][CH2:12][CH2:13]1)=[O:31]. (4) Given the reactants [Cl:1][C:2]1[C:7]([C:8](O)=[O:9])=[C:6]([F:11])[C:5]([CH3:12])=[CH:4][CH:3]=1.C(Cl)Cl.C(Cl)(=O)C(Cl)=O.C[N:23](C=O)C, predict the reaction product. The product is: [Cl:1][C:2]1[C:7]([C:8]([NH2:23])=[O:9])=[C:6]([F:11])[C:5]([CH3:12])=[CH:4][CH:3]=1.